This data is from Forward reaction prediction with 1.9M reactions from USPTO patents (1976-2016). The task is: Predict the product of the given reaction. (1) The product is: [NH2:25][C:24]1[S:26][C:9]2[C:10]([OH:23])=[N:11][C:12]([S:14][C@H:15]([C:17]3[CH:18]=[CH:19][CH:20]=[CH:21][CH:22]=3)[CH3:16])=[N:13][C:8]=2[N:7]=1. Given the reactants N1C=CC=CC=1.[NH2:7][C:8]1[N:13]=[C:12]([S:14][C@H:15]([C:17]2[CH:22]=[CH:21][CH:20]=[CH:19][CH:18]=2)[CH3:16])[N:11]=[C:10]([OH:23])[CH:9]=1.[C:24]([S-:26])#[N:25].[K+].BrBr, predict the reaction product. (2) Given the reactants [Br:1][C:2]1[CH:3]=[CH:4][C:5]([NH2:9])=[N:6][C:7]=1[CH3:8].[C:10]1([CH3:20])[CH:15]=[CH:14][C:13]([S:16](Cl)(=[O:18])=[O:17])=[CH:12][CH:11]=1.O, predict the reaction product. The product is: [Br:1][C:2]1[CH:3]=[CH:4][C:5]([NH:9][S:16]([C:13]2[CH:14]=[CH:15][C:10]([CH3:20])=[CH:11][CH:12]=2)(=[O:18])=[O:17])=[N:6][C:7]=1[CH3:8].